This data is from Catalyst prediction with 721,799 reactions and 888 catalyst types from USPTO. The task is: Predict which catalyst facilitates the given reaction. Reactant: [C:1]([O:5][CH2:6][CH3:7])(=[O:4])[CH2:2][OH:3].C(N(CC)CC)C.[CH3:15][C:16]([Si:19](Cl)([C:26]1[CH:31]=[CH:30][CH:29]=[CH:28][CH:27]=1)[C:20]1[CH:25]=[CH:24][CH:23]=[CH:22][CH:21]=1)([CH3:18])[CH3:17]. Product: [Si:19]([O:3][CH2:2][C:1]([O:5][CH2:6][CH3:7])=[O:4])([C:16]([CH3:18])([CH3:17])[CH3:15])([C:26]1[CH:27]=[CH:28][CH:29]=[CH:30][CH:31]=1)[C:20]1[CH:25]=[CH:24][CH:23]=[CH:22][CH:21]=1. The catalyst class is: 79.